From a dataset of Full USPTO retrosynthesis dataset with 1.9M reactions from patents (1976-2016). Predict the reactants needed to synthesize the given product. Given the product [CH3:51][Si:52]([O:55][P:56](=[O:58])=[O:57])([CH3:54])[CH3:53].[Cl:48][C:47]1[C:46]([Cl:49])=[C:45]([CH3:50])[NH:44][C:43]=1[C:41]([NH:40][CH:37]1[CH2:38][CH2:39][N:34]([C:27]2[CH:28]=[C:29]([C:31]#[N:33])[N:30]=[C:25]([Cl:24])[N:26]=2)[CH2:35][CH2:36]1)=[O:42], predict the reactants needed to synthesize it. The reactants are: O=P12OP3(OP(OP(O3)(O1)=O)(=O)O2)=O.C[Si](C)(C)O[Si](C)(C)C.[Cl:24][C:25]1[N:30]=[C:29]([C:31]([NH2:33])=O)[CH:28]=[C:27]([N:34]2[CH2:39][CH2:38][CH:37]([NH:40][C:41]([C:43]3[NH:44][C:45]([CH3:50])=[C:46]([Cl:49])[C:47]=3[Cl:48])=[O:42])[CH2:36][CH2:35]2)[N:26]=1.[CH3:51][Si:52]([O:55][P:56](=[O:58])=[O:57])([CH3:54])[CH3:53].